Dataset: M1 muscarinic receptor agonist screen with 61,833 compounds. Task: Binary Classification. Given a drug SMILES string, predict its activity (active/inactive) in a high-throughput screening assay against a specified biological target. (1) The drug is O=C(Nc1ncc(NC(=O)CCCC)cc1)C1CC1. The result is 0 (inactive). (2) The drug is S(=O)(=O)(N1CCC(CC1)C(=O)NCc1ccc(F)cc1)N(CCCC)CC. The result is 0 (inactive). (3) The drug is S(=O)(=O)(N1CCC(CC1)C(=O)NCCCN1CCN(CC1)c1c(F)cccc1)CC. The result is 0 (inactive). (4) The molecule is O(c1c(Nc2[nH]c(CCC)cc(=O)n2)cc(OC)cc1)C. The result is 0 (inactive). (5) The drug is S(=O)(=O)(N1CCCCC1)c1c2c(c(OCC)cc1)cccc2. The result is 0 (inactive).